Task: Predict the reactants needed to synthesize the given product.. Dataset: Full USPTO retrosynthesis dataset with 1.9M reactions from patents (1976-2016) (1) Given the product [CH:31]1([CH2:30][O:29][C:22]2[CH:23]=[C:24]([O:27][CH3:28])[CH:25]=[CH:26][C:21]=2[C:20]2[CH:19]=[CH:18][N:17]=[C:16]3[C:12]([C:10]([NH:9][C@H:6]4[CH2:7][CH2:8][C@H:3]([NH:2][C:40](=[O:41])[C@@H:39]([OH:38])[CH3:43])[CH2:4][CH2:5]4)=[O:11])=[C:13]([CH3:34])[NH:14][C:15]=23)[CH2:32][CH2:33]1, predict the reactants needed to synthesize it. The reactants are: Cl.[NH2:2][C@H:3]1[CH2:8][CH2:7][C@H:6]([NH:9][C:10]([C:12]2[C:16]3=[N:17][CH:18]=[CH:19][C:20]([C:21]4[CH:26]=[CH:25][C:24]([O:27][CH3:28])=[CH:23][C:22]=4[O:29][CH2:30][CH:31]4[CH2:33][CH2:32]4)=[C:15]3[NH:14][C:13]=2[CH3:34])=[O:11])[CH2:5][CH2:4]1.C([O:38][C@@H:39]([CH3:43])[C:40](Cl)=[O:41])(=O)C. (2) The reactants are: [Si:1]([O:8][C@H:9]1[CH2:18][C:17]([CH3:20])([CH3:19])[CH2:16][C:15]2[N:14]=[C:13]([CH2:21][OH:22])[C:12]3[C@@H:23]([C:31]4[CH:36]=[CH:35][C:34]([C:37]([F:40])([F:39])[F:38])=[CH:33][CH:32]=4)[O:24][C:25]4([CH2:30][CH2:29][O:28][CH2:27][CH2:26]4)[C:11]=3[C:10]1=2)([C:4]([CH3:7])([CH3:6])[CH3:5])([CH3:3])[CH3:2].C(N(C(C)C)CC)(C)C.[CH3:50][S:51](O[S:51]([CH3:50])(=[O:53])=[O:52])(=[O:53])=[O:52]. Given the product [CH3:50][S:51]([O:22][CH2:21][C:13]1[C:12]2[C@@H:23]([C:31]3[CH:36]=[CH:35][C:34]([C:37]([F:40])([F:38])[F:39])=[CH:33][CH:32]=3)[O:24][C:25]3([CH2:30][CH2:29][O:28][CH2:27][CH2:26]3)[C:11]=2[C:10]2[C@@H:9]([O:8][Si:1]([C:4]([CH3:5])([CH3:6])[CH3:7])([CH3:3])[CH3:2])[CH2:18][C:17]([CH3:20])([CH3:19])[CH2:16][C:15]=2[N:14]=1)(=[O:53])=[O:52], predict the reactants needed to synthesize it. (3) The reactants are: C([O:3][C:4](=[O:35])[CH2:5][N:6]1[C:14]2[C:9](=[CH:10][CH:11]=[C:12]([O:15][CH2:16][CH2:17][CH2:18][C:19]3[N:20]([CH3:34])[N:21]=[C:22]([C:24]4[CH:29]=[CH:28][C:27]([C:30]([F:33])([F:32])[F:31])=[CH:26][CH:25]=4)[CH:23]=3)[CH:13]=2)[CH:8]=[CH:7]1)C.[Li+].[OH-]. Given the product [CH3:34][N:20]1[C:19]([CH2:18][CH2:17][CH2:16][O:15][C:12]2[CH:13]=[C:14]3[C:9]([CH:8]=[CH:7][N:6]3[CH2:5][C:4]([OH:35])=[O:3])=[CH:10][CH:11]=2)=[CH:23][C:22]([C:24]2[CH:25]=[CH:26][C:27]([C:30]([F:33])([F:32])[F:31])=[CH:28][CH:29]=2)=[N:21]1, predict the reactants needed to synthesize it. (4) Given the product [Cl:50][C:47]1[CH:46]=[CH:45][C:44]([C@@H:10]2[CH2:9][NH:8][CH2:12][C@H:11]2[C:13]([N:15]2[C@@H:16]([C:35]([N:37]3[CH2:38][CH2:39][N:40]([CH3:43])[CH2:41][CH2:42]3)=[O:36])[CH2:17][C@H:18]([N:20]([C@H:28]3[CH2:33][CH2:32][C@@H:31]([CH3:34])[CH2:30][CH2:29]3)[C:21]([C@@H:23]3[CH2:27][CH2:26][CH2:25][O:24]3)=[O:22])[CH2:19]2)=[O:14])=[CH:49][CH:48]=1, predict the reactants needed to synthesize it. The reactants are: C([N:8]1[CH2:12][C@@H:11]([C:13]([N:15]2[CH2:19][C@@H:18]([N:20]([C@H:28]3[CH2:33][CH2:32][C@@H:31]([CH3:34])[CH2:30][CH2:29]3)[C:21]([C@@H:23]3[CH2:27][CH2:26][CH2:25][O:24]3)=[O:22])[CH2:17][C@H:16]2[C:35]([N:37]2[CH2:42][CH2:41][N:40]([CH3:43])[CH2:39][CH2:38]2)=[O:36])=[O:14])[C@H:10]([C:44]2[CH:49]=[CH:48][C:47]([Cl:50])=[CH:46][CH:45]=2)[CH2:9]1)(OC(C)(C)C)=O.Cl. (5) Given the product [CH2:46]([O:45][CH2:44][CH2:43][CH2:42][O:41][C:38]1[CH:37]=[CH:36][C:35]([CH:34]([OH:53])[C:26]2[C:27]3[C:32](=[CH:31][CH:30]=[CH:29][C:28]=3[CH3:33])[N:24]([C@H:8]3[C@H:9]([OH:20])[C@@H:10]([OH:16])[C@H:11]([OH:12])[C@@H:6]([CH2:5][OH:4])[O:7]3)[CH:25]=2)=[CH:40][CH:39]=1)[C:47]1[CH:52]=[CH:51][CH:50]=[CH:49][CH:48]=1, predict the reactants needed to synthesize it. The reactants are: C([O:4][CH2:5][C@@H:6]1[C@@H:11]([O:12]C(=O)C)[C@H:10]([O:16]C(=O)C)[C@@H:9]([O:20]C(=O)C)[C@H:8]([N:24]2[C:32]3[C:27](=[C:28]([CH3:33])[CH:29]=[CH:30][CH:31]=3)[C:26]([C:34](=[O:53])[C:35]3[CH:40]=[CH:39][C:38]([O:41][CH2:42][CH2:43][CH2:44][O:45][CH2:46][C:47]4[CH:52]=[CH:51][CH:50]=[CH:49][CH:48]=4)=[CH:37][CH:36]=3)=[CH:25]2)[O:7]1)(=O)C.C1COCC1.[BH4-].[Na+].Cl. (6) Given the product [F:8][C:9]1[N:10]=[CH:11][C:12]([C:13](=[O:14])[S:1][C:2]2[CH:7]=[CH:6][CH:5]=[CH:4][N:3]=2)=[CH:16][CH:17]=1, predict the reactants needed to synthesize it. The reactants are: [SH:1][C:2]1[CH:7]=[CH:6][CH:5]=[CH:4][N:3]=1.[F:8][C:9]1[CH:17]=[CH:16][C:12]([C:13](Cl)=[O:14])=[CH:11][N:10]=1.